Dataset: Full USPTO retrosynthesis dataset with 1.9M reactions from patents (1976-2016). Task: Predict the reactants needed to synthesize the given product. (1) Given the product [Cl:1][CH2:2][CH2:3][CH2:4][CH2:5][O:6][C:7]1[CH:8]=[C:9]2[C:10](=[CH:11][CH:12]=1)[NH:13][N:29]=[C:14]2[S:15]([C:18]1[C:27]2[C:22](=[CH:23][CH:24]=[CH:25][CH:26]=2)[CH:21]=[CH:20][CH:19]=1)(=[O:17])=[O:16], predict the reactants needed to synthesize it. The reactants are: [Cl:1][CH2:2][CH2:3][CH2:4][CH2:5][O:6][C:7]1[CH:12]=[CH:11][C:10]([NH2:13])=[C:9]([CH2:14][S:15]([C:18]2[C:27]3[C:22](=[CH:23][CH:24]=[CH:25][CH:26]=3)[CH:21]=[CH:20][CH:19]=2)(=[O:17])=[O:16])[CH:8]=1.Cl.[N:29]([O-])=O.[Na+].C(=O)(O)[O-].[Na+]. (2) Given the product [Br:1][C:9]1[C:4]([CH3:3])=[N:5][C:6]([NH2:10])=[N:7][CH:8]=1, predict the reactants needed to synthesize it. The reactants are: [Br:1]Br.[CH3:3][C:4]1[CH:9]=[CH:8][N:7]=[C:6]([NH2:10])[N:5]=1. (3) Given the product [F:39][C:40]1([F:46])[CH2:45][CH2:44][CH2:43][N:42]([CH2:2][CH2:3][CH2:4][S@:5](=[O:38])([C:32]2[CH:37]=[CH:36][CH:35]=[CH:34][CH:33]=2)=[N:6][C:7](=[O:31])[C:8]2[CH:13]=[C:12]([C:14]#[C:15][C:16]3[CH:21]=[CH:20][CH:19]=[C:18]([NH:22][C:23]([C:25]4[O:26][CH:27]=[CH:28][C:29]=4[CH3:30])=[O:24])[CH:17]=3)[CH:11]=[N:10][CH:9]=2)[CH2:41]1, predict the reactants needed to synthesize it. The reactants are: Br[CH2:2][CH2:3][CH2:4][S:5](=[O:38])([C:32]1[CH:37]=[CH:36][CH:35]=[CH:34][CH:33]=1)=[N:6][C:7](=[O:31])[C:8]1[CH:13]=[C:12]([C:14]#[C:15][C:16]2[CH:21]=[CH:20][CH:19]=[C:18]([NH:22][C:23]([C:25]3[O:26][CH:27]=[CH:28][C:29]=3[CH3:30])=[O:24])[CH:17]=2)[CH:11]=[N:10][CH:9]=1.[F:39][C:40]1([F:46])[CH2:45][CH2:44][CH2:43][NH:42][CH2:41]1. (4) Given the product [N:41]1[CH:42]=[CH:43][CH:44]=[CH:45][C:40]=1[C:9]1[CH:10]=[CH:11][C:12]([CH2:15][O:16][C:17]2[CH:22]=[CH:21][CH:20]=[CH:19][C:18]=2[N:23]2[C:27](=[O:28])[N:26]([CH3:29])[N:25]=[N:24]2)=[CH:13][CH:14]=1, predict the reactants needed to synthesize it. The reactants are: CC1(C)C(C)(C)OB([C:9]2[CH:14]=[CH:13][C:12]([CH2:15][O:16][C:17]3[CH:22]=[CH:21][CH:20]=[CH:19][C:18]=3[N:23]3[C:27](=[O:28])[N:26]([CH3:29])[N:25]=[N:24]3)=[CH:11][CH:10]=2)O1.P([O-])([O-])([O-])=O.[K+].[K+].[K+].C[C:40]1[CH:45]=[CH:44][CH:43]=[CH:42][N:41]=1.O. (5) Given the product [O:23]=[C:24]1[CH:25]=[C:29]([CH:31]2[CH2:36][CH2:35][N:34]([C:37]([O:39][C:40]([CH3:43])([CH3:42])[CH3:41])=[O:38])[CH2:33][CH2:32]2)[N:12]2[N:13]=[C:14]3[C:10]([C:9]([C:6]4[CH:5]=[CH:4][C:3]([C:2]([F:1])([F:19])[F:20])=[CH:8][CH:7]=4)=[CH:17][CH:16]=[CH:15]3)=[C:11]2[NH:18]1, predict the reactants needed to synthesize it. The reactants are: [F:1][C:2]([F:20])([F:19])[C:3]1[CH:8]=[CH:7][C:6]([C:9]2[CH:17]=[CH:16][CH:15]=[C:14]3[C:10]=2[C:11]([NH2:18])=[N:12][NH:13]3)=[CH:5][CH:4]=1.CC1(C)OC(=O)[CH:25]([C:29]([CH:31]2[CH2:36][CH2:35][N:34]([C:37]([O:39][C:40]([CH3:43])([CH3:42])[CH3:41])=[O:38])[CH2:33][CH2:32]2)=O)[C:24](=O)[O:23]1.P([O-])([O-])([O-])=O.[K+].[K+].[K+]. (6) Given the product [CH:1]([O:4][C:5]([N:7]1[CH2:12][CH2:11][CH:10]([O:13][C:14]2[C:19]([CH3:20])=[C:18]([NH:36][C:32]3[C:33]([CH3:35])=[N:34][C:29]([Cl:28])=[CH:30][CH:31]=3)[N:17]=[CH:16][N:15]=2)[CH2:9][CH2:8]1)=[O:6])([CH3:3])[CH3:2], predict the reactants needed to synthesize it. The reactants are: [CH:1]([O:4][C:5]([N:7]1[CH2:12][CH2:11][CH:10]([O:13][C:14]2[C:19]([CH3:20])=[C:18](Cl)[N:17]=[CH:16][N:15]=2)[CH2:9][CH2:8]1)=[O:6])([CH3:3])[CH3:2].CC(C)([O-])C.[Na+].[Cl:28][C:29]1[N:34]=[C:33]([CH3:35])[C:32]([NH2:36])=[CH:31][CH:30]=1. (7) Given the product [F:1][C:2]1[CH:24]=[CH:23][CH:22]=[CH:21][C:3]=1[CH2:4][O:5][C:6]1[C:7]2[N:8]([C:12]([C:16]([OH:18])=[O:17])=[C:13]([CH3:15])[N:14]=2)[CH:9]=[CH:10][CH:11]=1, predict the reactants needed to synthesize it. The reactants are: [F:1][C:2]1[CH:24]=[CH:23][CH:22]=[CH:21][C:3]=1[CH2:4][O:5][C:6]1[C:7]2[N:8]([C:12]([C:16]([O:18]CC)=[O:17])=[C:13]([CH3:15])[N:14]=2)[CH:9]=[CH:10][CH:11]=1.C1COCC1.[OH-].[Na+]. (8) Given the product [CH2:2]([O:4][C:5]([C:7]1[N:8]([CH2:23][C:24]2[C:33]3[C:28](=[CH:29][CH:30]=[C:31]([F:34])[CH:32]=3)[CH:27]=[CH:26][CH:25]=2)[C:9]2[C:14]([C:15]=1[CH2:16][NH2:17])=[CH:13][C:12]([F:22])=[CH:11][CH:10]=2)=[O:6])[CH3:3], predict the reactants needed to synthesize it. The reactants are: Cl.[CH2:2]([O:4][C:5]([C:7]1[N:8]([CH2:23][C:24]2[C:33]3[C:28](=[CH:29][CH:30]=[C:31]([F:34])[CH:32]=3)[CH:27]=[CH:26][CH:25]=2)[C:9]2[C:14]([C:15]=1[CH2:16][NH:17]C(OC)=O)=[CH:13][C:12]([F:22])=[CH:11][CH:10]=2)=[O:6])[CH3:3].